The task is: Predict the reactants needed to synthesize the given product.. This data is from Full USPTO retrosynthesis dataset with 1.9M reactions from patents (1976-2016). (1) Given the product [CH2:1]([O:8][C:9](=[O:25])[CH2:10][CH3:11])[C:2]1[CH:7]=[CH:6][CH:5]=[CH:4][CH:3]=1, predict the reactants needed to synthesize it. The reactants are: [CH2:1]([O:8][C:9](=[O:25])[CH2:10][CH2:11]C1C=CC(C2C=CC=C(Cl)C=2)=CC=1)[C:2]1[CH:7]=[CH:6][CH:5]=[CH:4][CH:3]=1.ClC(Cl)(OC(=O)OC(Cl)(Cl)Cl)Cl.CS(N)(=O)=O. (2) Given the product [Cl:1][C:2]1[C:10]([C:23]2[C:24]([CH2:32][OH:33])=[N:25][CH:26]=[C:27]([Cl:31])[CH:28]=2)=[CH:9][CH:8]=[C:7]2[C:3]=1[CH2:4][C:5](=[O:21])[N:6]2[CH3:20], predict the reactants needed to synthesize it. The reactants are: [Cl:1][C:2]1[C:10](B2OC(C)(C)C(C)(C)O2)=[CH:9][CH:8]=[C:7]2[C:3]=1[CH2:4][C:5](=[O:21])[N:6]2[CH3:20].Br[C:23]1[CH:24]=[N:25][CH:26]=[C:27]([Cl:31])[C:28]=1CO.[C:32](=O)([O-])[O-:33].[Na+].[Na+]. (3) Given the product [NH2:45][C:33]1[S:34][CH2:35][C@@H:36]2[C@@H:37]([C:40]([F:44])([F:43])[CH2:41][CH3:42])[O:38][CH2:39][C@:31]2([C:29]2[CH:30]=[C:25]([NH:24][C:12]([C:9]3[CH:8]=[N:7][C:6]([N:1]4[CH:5]=[N:4][CH:3]=[N:2]4)=[CH:11][N:10]=3)=[O:14])[CH:26]=[CH:27][C:28]=2[F:46])[N:32]=1, predict the reactants needed to synthesize it. The reactants are: [N:1]1([C:6]2[N:7]=[CH:8][C:9]([C:12]([OH:14])=O)=[N:10][CH:11]=2)[CH:5]=[N:4][CH:3]=[N:2]1.C(#N)C.C(Cl)(=O)C(Cl)=O.[NH2:24][C:25]1[CH:26]=[CH:27][C:28]([F:46])=[C:29]([C@:31]23[CH2:39][O:38][C@H:37]([C:40]([F:44])([F:43])[CH2:41][CH3:42])[C@H:36]2[CH2:35][S:34][C:33]([NH2:45])=[N:32]3)[CH:30]=1. (4) Given the product [CH:1]1([CH2:6][C@H:7]([NH:29][C:30]([C:32]2[O:33][C:34]([C:43]3[CH:44]=[CH:45][C:40]([C:39]([F:50])([F:49])[F:38])=[CH:41][CH:42]=3)=[CH:35][CH:36]=2)=[O:31])[C:8](=[O:28])[NH:9][C@H:10]2[CH2:16][CH2:15][C@@H:14]([CH3:17])[N:13]([S:18]([C:21]3[CH:26]=[CH:25][CH:24]=[CH:23][N:22]=3)(=[O:20])=[O:19])[CH2:12][C:11]2=[O:27])[CH2:5][CH2:4][CH2:3][CH2:2]1, predict the reactants needed to synthesize it. The reactants are: [CH:1]1([CH2:6][C@H:7]([NH:29][C:30]([C:32]2[O:33][C:34](Br)=[CH:35][CH:36]=2)=[O:31])[C:8](=[O:28])[NH:9][C@H:10]2[CH2:16][CH2:15][C@@H:14]([CH3:17])[N:13]([S:18]([C:21]3[CH:26]=[CH:25][CH:24]=[CH:23][N:22]=3)(=[O:20])=[O:19])[CH2:12][C:11]2=[O:27])[CH2:5][CH2:4][CH2:3][CH2:2]1.[F:38][C:39]([F:50])([F:49])[C:40]1[CH:45]=[CH:44][C:43](B(O)O)=[CH:42][CH:41]=1.CC(OI1(OC(C)=O)(OC(C)=O)OC(=O)C2C=CC=CC1=2)=O. (5) Given the product [C:31]([NH:32][C@H:33]1[CH2:37][CH2:36][N:35]([C:9]2[CH:8]=[CH:7][C:3]([C:4]([NH2:6])=[O:5])=[C:2]([NH:23][C:22]3[CH:21]=[CH:20][C:19]([O:12][C:13]4[CH:14]=[CH:15][CH:16]=[CH:17][CH:18]=4)=[CH:25][CH:24]=3)[N:10]=2)[CH2:34]1)(=[O:38])[CH:39]=[CH2:40], predict the reactants needed to synthesize it. The reactants are: Cl[C:2]1[N:10]=[C:9](Cl)[CH:8]=[CH:7][C:3]=1[C:4]([NH2:6])=[O:5].[O:12]([C:19]1[CH:25]=[CH:24][C:22]([NH2:23])=[CH:21][CH:20]=1)[C:13]1[CH:18]=[CH:17][CH:16]=[CH:15][CH:14]=1.C(O[C:31](=[O:38])[NH:32][C@@H:33]1[CH2:37][CH2:36][NH:35][CH2:34]1)(C)(C)C.[C:39](O)(=O)[CH:40]=C. (6) Given the product [C:15]([O:14][C:12]([NH:19][C@@H:20]([CH3:21])[C:22]([O:24][CH:28]([CH2:29][O:30][CH3:31])[CH2:27][O:26][CH3:25])=[O:23])=[O:13])([CH3:18])([CH3:16])[CH3:17], predict the reactants needed to synthesize it. The reactants are: C(Cl)CCl.CCN(CC)CC.[C:12]([NH:19][C@H:20]([C:22]([OH:24])=[O:23])[CH3:21])([O:14][C:15]([CH3:18])([CH3:17])[CH3:16])=[O:13].[CH3:25][O:26][CH2:27][CH:28](O)[CH2:29][O:30][CH3:31]. (7) Given the product [Cl:1][C:2]1[CH:21]=[CH:20][CH:19]=[CH:18][C:3]=1[O:4][C:5]1[CH:10]=[CH:13][N:12]=[C:11]([NH:28][C:25]2[S:26][CH:27]=[C:23]([CH3:22])[N:24]=2)[CH:6]=1, predict the reactants needed to synthesize it. The reactants are: [Cl:1][C:2]1[CH:21]=[CH:20][CH:19]=[CH:18][C:3]=1[O:4][C:5]1[C:6]([C:11]2(C)CS[C:13](N)=[N:12]2)=NC=C[CH:10]=1.[CH3:22][C:23]1[N:24]=[C:25]([NH2:28])[S:26][CH:27]=1.ClC1C=C(OC2C=CC=CC=2Cl)C=CN=1.P([O-])([O-])([O-])=O.[K+].[K+].[K+].C1(P(C2C=CC=CC=2)C2C3OC4C(=CC=CC=4P(C4C=CC=CC=4)C4C=CC=CC=4)C(C)(C)C=3C=CC=2)C=CC=CC=1. (8) Given the product [Br:26][C:27]1[N:28]=[C:29]([CH2:33][N:9]2[C:10]3[C:15](=[CH:14][C:13]([CH3:18])=[N:12][C:11]=3[CH3:19])[C:16](=[O:17])[C:7]([C:5](=[O:6])[C:4]3[CH:20]=[CH:21][C:22]([CH3:23])=[C:2]([CH3:1])[CH:3]=3)=[CH:8]2)[CH:30]=[CH:31][CH:32]=1, predict the reactants needed to synthesize it. The reactants are: [CH3:1][C:2]1[CH:3]=[C:4]([CH:20]=[CH:21][C:22]=1[CH3:23])[C:5]([C:7]1[C:16](=[O:17])[C:15]2[C:10](=[C:11]([CH3:19])[N:12]=[C:13]([CH3:18])[CH:14]=2)[NH:9][CH:8]=1)=[O:6].[H-].[Na+].[Br:26][C:27]1[CH:32]=[CH:31][CH:30]=[C:29]([CH2:33]Br)[N:28]=1.